This data is from Drug-target binding data from BindingDB using Kd measurements. The task is: Regression. Given a target protein amino acid sequence and a drug SMILES string, predict the binding affinity score between them. We predict pKd (pKd = -log10(Kd in M); higher means stronger binding). Dataset: bindingdb_kd. The small molecule is CO[C@@H]1O[C@H](CO)[C@@H](O[C@@H]2O[C@H](CO)[C@H](O)[C@H](NC(=S)NCCO)[C@H]2O)[C@H](O)[C@H]1NC(C)=O. The target protein (O00214) has sequence MMLSLNNLQNIIYNPVIPFVGTIPDQLDPGTLIVIRGHVPSDADRFQVDLQNGSSMKPRADVAFHFNPRFKRAGCIVCNTLINEKWGREEITYDTPFKREKSFEIVIMVLKDKFQVAVNGKHTLLYGHRIGPEKIDTLGIYGKVNIHSIGFSFSSDLQSTQASSLELTEISRENVPKSGTPQLRLPFAARLNTPMGPGRTVVVKGEVNANAKSFNVDLLAGKSKDIALHLNPRLNIKAFVRNSFLQESWGEEERNITSFPFSPGMYFEMIIYCDVREFKVAVNGVHSLEYKHRFKELSSIDTLEINGDIHLLEVRSW. The pKd is 3.3.